From a dataset of Full USPTO retrosynthesis dataset with 1.9M reactions from patents (1976-2016). Predict the reactants needed to synthesize the given product. Given the product [S:29]1[C:30]2[CH:36]=[CH:35][CH:34]=[CH:33][C:31]=2[N:32]=[C:28]1[C@@H:24]1[CH2:25][CH2:26][CH2:27][N:23]1[C:14](=[O:16])[C@H:13]([CH2:17][CH:18]1[CH2:19][CH2:20][CH2:21][CH2:22]1)[CH2:12][N:9]([OH:8])[CH:10]=[O:11], predict the reactants needed to synthesize it. The reactants are: C([O:8][N:9]([CH2:12][C@@H:13]([CH2:17][CH:18]1[CH2:22][CH2:21][CH2:20][CH2:19]1)[C:14]([OH:16])=O)[CH:10]=[O:11])C1C=CC=CC=1.[NH:23]1[CH2:27][CH2:26][CH2:25][C@H:24]1[C:28]1[S:29][C:30]2[CH:36]=[CH:35][CH:34]=[CH:33][C:31]=2[N:32]=1.